Dataset: Forward reaction prediction with 1.9M reactions from USPTO patents (1976-2016). Task: Predict the product of the given reaction. (1) The product is: [Cl:41][C:13]1[CH:14]=[C:15]2[C:10](=[CH:11][CH:12]=1)[CH:9]=[C:8]([CH2:7][C:6]([OH:42])=[O:5])[C:17]([CH3:18])=[C:16]2[C:19]1[CH:20]=[CH:21][C:22]([S:25](=[O:39])(=[O:40])[N:26]([CH:36]([CH3:38])[CH3:37])[CH2:27][C:28]2[CH:29]=[CH:30][C:31]([O:34][CH3:35])=[CH:32][CH:33]=2)=[CH:23][CH:24]=1. Given the reactants O.[OH-].[Li+].C[O:5][C:6](=[O:42])[CH2:7][C:8]1[C:17]([CH3:18])=[C:16]([C:19]2[CH:24]=[CH:23][C:22]([S:25](=[O:40])(=[O:39])[N:26]([CH:36]([CH3:38])[CH3:37])[CH2:27][C:28]3[CH:33]=[CH:32][C:31]([O:34][CH3:35])=[CH:30][CH:29]=3)=[CH:21][CH:20]=2)[C:15]2[C:10](=[CH:11][CH:12]=[C:13]([Cl:41])[CH:14]=2)[CH:9]=1.C1COCC1.O, predict the reaction product. (2) Given the reactants [C:1]([O:5][C:6]([N:8]1[CH2:13][CH2:12][NH:11][C:10](=[O:14])[CH2:9]1)=[O:7])([CH3:4])([CH3:3])[CH3:2].[H-].[Na+].CC1C=CC(S(O[CH2:28][CH:29]2[CH2:34][CH2:33][CH2:32][N:31]([CH2:35][C:36]3[CH:41]=[CH:40][CH:39]=[CH:38][CH:37]=3)[CH2:30]2)(=O)=O)=CC=1, predict the reaction product. The product is: [CH2:35]([N:31]1[CH2:32][CH2:33][CH2:34][CH:29]([CH2:28][N:11]2[CH2:12][CH2:13][N:8]([C:6]([O:5][C:1]([CH3:4])([CH3:2])[CH3:3])=[O:7])[CH2:9][C:10]2=[O:14])[CH2:30]1)[C:36]1[CH:41]=[CH:40][CH:39]=[CH:38][CH:37]=1. (3) Given the reactants Br[C:2]1[CH:3]=[C:4]([CH:8]2[CH2:17][C:16]([CH3:19])([CH3:18])[C:15]3[C:10](=[CH:11][CH:12]=[C:13]([C:20]#[N:21])[CH:14]=3)[N:9]2[CH3:22])[CH:5]=[CH:6][CH:7]=1.[NH2:23][C:24]([CH3:29])([CH3:28])[C:25]([OH:27])=[O:26].C(=O)([O-])[O-].[K+].[K+], predict the reaction product. The product is: [C:20]([C:13]1[CH:14]=[C:15]2[C:10](=[CH:11][CH:12]=1)[N:9]([CH3:22])[CH:8]([C:4]1[CH:3]=[C:2]([NH:23][C:24]([CH3:29])([CH3:28])[C:25]([OH:27])=[O:26])[CH:7]=[CH:6][CH:5]=1)[CH2:17][C:16]2([CH3:19])[CH3:18])#[N:21]. (4) Given the reactants C([O:5][C:6](=[O:29])[C@H:7]([NH:14][C:15]([C:17]1[N:18]=[C:19]([Cl:28])[C:20]2[C:25]([C:26]=1[OH:27])=[CH:24][CH:23]=[CH:22][CH:21]=2)=[O:16])[CH2:8][O:9]C(C)(C)C)(C)(C)C.FC(F)(F)C(O)=O, predict the reaction product. The product is: [Cl:28][C:19]1[C:20]2[C:25](=[CH:24][CH:23]=[CH:22][CH:21]=2)[C:26]([OH:27])=[C:17]([C:15]([NH:14][C@H:7]([CH2:8][OH:9])[C:6]([OH:29])=[O:5])=[O:16])[N:18]=1. (5) The product is: [Cl:17][C:16]1[CH:15]=[CH:14][C:4]([CH2:5][NH:6][C:7](=[O:13])[O:8][C:9]([CH3:12])([CH3:10])[CH3:11])=[CH:3][C:2]=1[N:1]=[C:18]=[S:19]. Given the reactants [NH2:1][C:2]1[CH:3]=[C:4]([CH:14]=[CH:15][C:16]=1[Cl:17])[CH2:5][NH:6][C:7](=[O:13])[O:8][C:9]([CH3:12])([CH3:11])[CH3:10].[C:18](N1C=CC=CC1=O)(N1C=CC=CC1=O)=[S:19], predict the reaction product.